Dataset: Full USPTO retrosynthesis dataset with 1.9M reactions from patents (1976-2016). Task: Predict the reactants needed to synthesize the given product. (1) Given the product [CH3:1][N:2]([CH:15]1[CH2:20][CH2:19][N:18]([CH3:21])[CH2:17][CH2:16]1)[C:3]1[O:4][C:5]2[CH:11]=[CH:10][C:9]([NH2:12])=[CH:8][C:6]=2[N:7]=1, predict the reactants needed to synthesize it. The reactants are: [CH3:1][N:2]([CH:15]1[CH2:20][CH2:19][N:18]([CH3:21])[CH2:17][CH2:16]1)[C:3]1[O:4][C:5]2[CH:11]=[CH:10][C:9]([N+:12]([O-])=O)=[CH:8][C:6]=2[N:7]=1. (2) Given the product [ClH:12].[ClH:12].[NH:1]([C:2]1[CH:3]=[N:4][CH:5]=[CH:6][CH:7]=1)[NH2:8], predict the reactants needed to synthesize it. The reactants are: [NH2:1][C:2]1[CH:3]=[N:4][CH:5]=[CH:6][CH:7]=1.[N:8]([O-])=O.[Na+].[ClH:12]. (3) Given the product [CH3:22][N:19]([CH3:18])[C:2]1[CH:11]=[CH:10][C:9]2[C:8]([CH3:13])([CH3:12])[CH2:7][CH2:6][C:5]([CH3:15])([CH3:14])[C:4]=2[CH:3]=1, predict the reactants needed to synthesize it. The reactants are: N[C:2]1[CH:11]=[CH:10][C:9]2[C:8]([CH3:13])([CH3:12])[CH2:7][CH2:6][C:5]([CH3:15])([CH3:14])[C:4]=2[CH:3]=1.C=O.[C:18]([BH3-])#[N:19].[Na+].[C:22](O)(=O)C. (4) The reactants are: [CH3:1][C:2]1[NH:3][C:4](=[O:26])[C:5]([CH2:11][C:12]2[CH:17]=[CH:16][C:15]([C:18]3[C:19]([C:24]#[N:25])=[CH:20][CH:21]=[CH:22][CH:23]=3)=[CH:14][CH:13]=2)=[C:6]([CH2:8][CH2:9][CH3:10])[N:7]=1.[F:27][C:28]1[CH:29]=[C:30](B(O)O)[CH:31]=[CH:32][C:33]=1[O:34][CH:35]([CH3:37])[CH3:36].C(N(CC)CC)C.N1C=CC=CC=1. Given the product [F:27][C:28]1[CH:29]=[C:30]([N:3]2[C:4](=[O:26])[C:5]([CH2:11][C:12]3[CH:17]=[CH:16][C:15]([C:18]4[C:19]([C:24]#[N:25])=[CH:20][CH:21]=[CH:22][CH:23]=4)=[CH:14][CH:13]=3)=[C:6]([CH2:8][CH2:9][CH3:10])[N:7]=[C:2]2[CH3:1])[CH:31]=[CH:32][C:33]=1[O:34][CH:35]([CH3:37])[CH3:36], predict the reactants needed to synthesize it. (5) Given the product [S:5]1[CH:6]=[CH:7][CH:8]=[C:4]1[C:1]([N:9]1[CH2:13][CH2:12][CH2:11][CH2:10]1)=[CH2:2], predict the reactants needed to synthesize it. The reactants are: [C:1]([C:4]1[S:5][CH:6]=[CH:7][CH:8]=1)(=O)[CH3:2].[NH:9]1[CH2:13][CH2:12][CH2:11][CH2:10]1. (6) Given the product [CH2:19]1[C:27]2[C:22](=[C:23]([O:1][CH2:2][CH2:3][CH2:4][C:5]3[C:13]4[C:8](=[CH:9][CH:10]=[CH:11][CH:12]=4)[NH:7][C:6]=3[C:14]([O:16][CH2:17][CH3:18])=[O:15])[CH:24]=[CH:25][CH:26]=2)[CH2:21][CH2:20]1, predict the reactants needed to synthesize it. The reactants are: [OH:1][CH2:2][CH2:3][CH2:4][C:5]1[C:13]2[C:8](=[CH:9][CH:10]=[CH:11][CH:12]=2)[NH:7][C:6]=1[C:14]([O:16][CH2:17][CH3:18])=[O:15].[CH2:19]1[C:27]2[CH:26]=[CH:25][CH:24]=[C:23](O)[C:22]=2[CH2:21][CH2:20]1. (7) The reactants are: [NH2:1][C:2]1[CH:3]=[CH:4][C:5]([S:12](=[O:25])(=[O:24])[NH:13][C:14]2[CH:15]=[CH:16][C:17]3[CH2:21][O:20][B:19]([OH:22])[C:18]=3[CH:23]=2)=[C:6]([CH2:8][C:9]([OH:11])=O)[CH:7]=1.[CH2:26]([NH2:33])[C:27]1[CH:32]=[CH:31][CH:30]=[CH:29][CH:28]=1.C1CN([P+](ON2N=NC3C=CC=CC2=3)(N2CCCC2)N2CCCC2)CC1.F[P-](F)(F)(F)(F)F.C(N(CC)CC)C. Given the product [NH2:1][C:2]1[CH:3]=[CH:4][C:5]([S:12](=[O:24])(=[O:25])[NH:13][C:14]2[CH:15]=[CH:16][C:17]3[CH2:21][O:20][B:19]([OH:22])[C:18]=3[CH:23]=2)=[C:6]([CH2:8][C:9]([NH:33][CH2:26][C:27]2[CH:32]=[CH:31][CH:30]=[CH:29][CH:28]=2)=[O:11])[CH:7]=1, predict the reactants needed to synthesize it.